This data is from Tyrosyl-DNA phosphodiesterase HTS with 341,365 compounds. The task is: Binary Classification. Given a drug SMILES string, predict its activity (active/inactive) in a high-throughput screening assay against a specified biological target. The drug is Clc1c(cc(c2oc(/C=C3/NC(=O)N(C3=O)c3ccccc3)cc2)cc1)C(O)=O. The result is 1 (active).